Predict which catalyst facilitates the given reaction. From a dataset of Catalyst prediction with 721,799 reactions and 888 catalyst types from USPTO. (1) Reactant: [CH:1]([C:3]1[CH:4]=[CH:5][C:6]2[CH2:7][C@H:8]3[N:19]([C:20]([O:22][C:23]([CH3:26])([CH3:25])[CH3:24])=[O:21])[CH2:18][CH2:17][C@@:14]4([C:15]=2[CH:16]=1)[C@H:9]3[CH2:10][CH2:11][CH2:12][CH2:13]4)=[CH2:2].[H][H]. Product: [CH2:1]([C:3]1[CH:4]=[CH:5][C:6]2[CH2:7][C@H:8]3[N:19]([C:20]([O:22][C:23]([CH3:24])([CH3:26])[CH3:25])=[O:21])[CH2:18][CH2:17][C@@:14]4([C:15]=2[CH:16]=1)[C@H:9]3[CH2:10][CH2:11][CH2:12][CH2:13]4)[CH3:2]. The catalyst class is: 19. (2) Product: [C:1]([N:4]1[C:13]2[C:8](=[CH:9][C:10]([C:14]3[CH:15]=[CH:16][C:17]([CH2:20][C:21]([NH:38][CH2:37][CH2:35][OH:36])=[O:22])=[CH:18][CH:19]=3)=[CH:11][CH:12]=2)[C@H:7]([NH:24][C:25]2[CH:30]=[CH:29][C:28]([C:31]#[N:32])=[CH:27][N:26]=2)[CH2:6][C@@H:5]1[CH3:33])(=[O:3])[CH3:2]. Reactant: [C:1]([N:4]1[C:13]2[C:8](=[CH:9][C:10]([C:14]3[CH:19]=[CH:18][C:17]([CH2:20][C:21](O)=[O:22])=[CH:16][CH:15]=3)=[CH:11][CH:12]=2)[C@H:7]([NH:24][C:25]2[CH:30]=[CH:29][C:28]([C:31]#[N:32])=[CH:27][N:26]=2)[CH2:6][C@@H:5]1[CH3:33])(=[O:3])[CH3:2].[Li].[CH2:35]([CH2:37][NH2:38])[OH:36].CN(C(ON1N=NC2C=CC=NC1=2)=[N+](C)C)C.F[P-](F)(F)(F)(F)F.CCN(C(C)C)C(C)C. The catalyst class is: 173. (3) Reactant: [NH2:1][C:2]1[C:11]2[C:6](=[CH:7][CH:8]=[C:9]([C:12]3[S:16][C:15]([CH2:17][NH:18][C:19]4[N:36]=[CH:35][C:34]([C:37]#[C:38][Si](C)(C)C)=[CH:33][C:20]=4[C:21]([NH:23][CH2:24][C:25]4[CH:30]=[CH:29][C:28]([F:31])=[C:27]([F:32])[CH:26]=4)=[O:22])=[CH:14][CH:13]=3)[CH:10]=2)[N:5]=[CH:4][N:3]=1.C(=O)([O-])[O-].[K+].[K+]. Product: [NH2:1][C:2]1[C:11]2[C:6](=[CH:7][CH:8]=[C:9]([C:12]3[S:16][C:15]([CH2:17][NH:18][C:19]4[N:36]=[CH:35][C:34]([C:37]#[CH:38])=[CH:33][C:20]=4[C:21]([NH:23][CH2:24][C:25]4[CH:30]=[CH:29][C:28]([F:31])=[C:27]([F:32])[CH:26]=4)=[O:22])=[CH:14][CH:13]=3)[CH:10]=2)[N:5]=[CH:4][N:3]=1. The catalyst class is: 125. (4) Reactant: [Br:1][C:2]1[CH:3]=[N:4][CH:5]=[C:6]([CH:17]=1)[C:7](=[NH:16])[NH:8][C:9]1[CH:14]=[CH:13][C:12]([CH3:15])=[CH:11][N:10]=1. Product: [Br:1][C:2]1[CH:17]=[C:6]([C:7]2[N:8]=[C:9]3[CH:14]=[CH:13][C:12]([CH3:15])=[CH:11][N:10]3[N:16]=2)[CH:5]=[N:4][CH:3]=1. The catalyst class is: 11. (5) Reactant: C([Si](C)(C)[O:6][C@H:7]1[CH2:12][CH2:11][CH2:10][C@H:9]([O:13][C:14]2[CH:19]=[C:18]([F:20])[CH:17]=[CH:16][C:15]=2[NH2:21])[CH2:8]1)(C)(C)C.[OH-].[Na+]. Product: [NH2:21][C:15]1[CH:16]=[CH:17][C:18]([F:20])=[CH:19][C:14]=1[O:13][C@H:9]1[CH2:10][CH2:11][CH2:12][C@H:7]([OH:6])[CH2:8]1. The catalyst class is: 502. (6) Reactant: Br[C:2]1[CH:3]=[CH:4][C:5]([O:8][CH2:9][CH:10]2[CH2:15][CH2:14][N:13]([CH2:16][C:17]3([C:21]([F:24])([F:23])[F:22])[CH2:20][CH2:19][CH2:18]3)[CH2:12][CH2:11]2)=[N:6][CH:7]=1.[CH3:25][S:26]([C:29]1[CH:34]=[CH:33][C:32](B(O)O)=[CH:31][CH:30]=1)(=[O:28])=[O:27].C([O-])([O-])=O.[Cs+].[Cs+].O1CCOCC1. Product: [CH3:25][S:26]([C:29]1[CH:34]=[CH:33][C:32]([C:2]2[CH:3]=[CH:4][C:5]([O:8][CH2:9][CH:10]3[CH2:15][CH2:14][N:13]([CH2:16][C:17]4([C:21]([F:24])([F:23])[F:22])[CH2:20][CH2:19][CH2:18]4)[CH2:12][CH2:11]3)=[N:6][CH:7]=2)=[CH:31][CH:30]=1)(=[O:28])=[O:27]. The catalyst class is: 6. (7) Reactant: [C:1]([C:4]1[CH:5]=[C:6]([C:26]#[N:27])[C:7]([N:17]2[CH2:22][CH2:21][CH:20]([C:23](O)=[O:24])[CH2:19][CH2:18]2)=[N:8][C:9]=1[CH2:10][N:11]1[CH2:15][CH2:14][CH2:13][C:12]1=[O:16])(=[O:3])[CH3:2].[C:28]1([CH2:34][S:35]([NH2:38])(=[O:37])=[O:36])[CH:33]=[CH:32][CH:31]=[CH:30][CH:29]=1.F[P-](F)(F)(F)(F)F.Br[P+](N1CCCC1)(N1CCCC1)N1CCCC1.CCN(C(C)C)C(C)C.OS([O-])(=O)=O.[K+]. Product: [C:1]([C:4]1[CH:5]=[C:6]([C:26]#[N:27])[C:7]([N:17]2[CH2:22][CH2:21][CH:20]([C:23]([NH:38][S:35]([CH2:34][C:28]3[CH:29]=[CH:30][CH:31]=[CH:32][CH:33]=3)(=[O:36])=[O:37])=[O:24])[CH2:19][CH2:18]2)=[N:8][C:9]=1[CH2:10][N:11]1[CH2:15][CH2:14][CH2:13][C:12]1=[O:16])(=[O:3])[CH3:2]. The catalyst class is: 2. (8) Reactant: Br[C:2]1[CH:10]=[CH:9][CH:8]=[C:7]2[C:3]=1[C:4]1[CH:14]=[CH:13][CH:12]=[N:11][C:5]=1[NH:6]2.[C:15]1(B(O)O)[CH:20]=[CH:19][CH:18]=[CH:17][CH:16]=1.C([O-])([O-])=O.[K+].[K+]. Product: [C:15]1([C:2]2[CH:10]=[CH:9][CH:8]=[C:7]3[C:3]=2[C:4]2[CH:14]=[CH:13][CH:12]=[N:11][C:5]=2[NH:6]3)[CH:20]=[CH:19][CH:18]=[CH:17][CH:16]=1. The catalyst class is: 203. (9) Reactant: [CH3:1][C:2]1[CH:7]=[C:6]([Br:8])[CH:5]=[C:4]([CH3:9])[C:3]=1I.CCCCCC.C([Li])CCC.FC(F)(F)S(O[Si:28]([CH3:31])([CH3:30])[CH3:29])(=O)=O. Product: [CH3:1][C:2]1[CH:7]=[C:6]([Br:8])[CH:5]=[C:4]([CH3:9])[C:3]=1[Si:28]([CH3:31])([CH3:30])[CH3:29]. The catalyst class is: 27.